From a dataset of Reaction yield outcomes from USPTO patents with 853,638 reactions. Predict the reaction yield, written as a fraction of the theoretical maximum amount of product (1.0 means a 100% yield; for example, 0.34 means a 34% yield). The reactants are Br[CH2:2][C:3]1[CH:8]=[CH:7][CH:6]=[CH:5][C:4]=1[F:9].[Cl:10][C:11]1[CH:12]=[C:13]([CH:16]=[CH:17][C:18]=1[OH:19])[CH:14]=[O:15].C([O-])([O-])=O.[K+].[K+]. The catalyst is CN(C=O)C. The product is [F:9][C:4]1[CH:5]=[CH:6][CH:7]=[CH:8][C:3]=1[CH2:2][O:19][C:18]1[CH:17]=[CH:16][C:13]([CH:14]=[O:15])=[CH:12][C:11]=1[Cl:10]. The yield is 1.00.